Regression. Given two drug SMILES strings and cell line genomic features, predict the synergy score measuring deviation from expected non-interaction effect. From a dataset of NCI-60 drug combinations with 297,098 pairs across 59 cell lines. (1) Drug 1: CC1OCC2C(O1)C(C(C(O2)OC3C4COC(=O)C4C(C5=CC6=C(C=C35)OCO6)C7=CC(=C(C(=C7)OC)O)OC)O)O. Drug 2: C1=NC2=C(N1)C(=S)N=C(N2)N. Cell line: SK-MEL-2. Synergy scores: CSS=47.4, Synergy_ZIP=-4.55, Synergy_Bliss=-2.78, Synergy_Loewe=-15.5, Synergy_HSA=-2.11. (2) Drug 1: CC1CCC2CC(C(=CC=CC=CC(CC(C(=O)C(C(C(=CC(C(=O)CC(OC(=O)C3CCCCN3C(=O)C(=O)C1(O2)O)C(C)CC4CCC(C(C4)OC)OCCO)C)C)O)OC)C)C)C)OC. Drug 2: CS(=O)(=O)OCCCCOS(=O)(=O)C. Cell line: HCT-15. Synergy scores: CSS=7.17, Synergy_ZIP=-0.777, Synergy_Bliss=1.53, Synergy_Loewe=-11.4, Synergy_HSA=-2.02. (3) Drug 1: COC1=CC(=CC(=C1O)OC)C2C3C(COC3=O)C(C4=CC5=C(C=C24)OCO5)OC6C(C(C7C(O6)COC(O7)C8=CC=CS8)O)O. Drug 2: CC1CCC2CC(C(=CC=CC=CC(CC(C(=O)C(C(C(=CC(C(=O)CC(OC(=O)C3CCCCN3C(=O)C(=O)C1(O2)O)C(C)CC4CCC(C(C4)OC)OCCO)C)C)O)OC)C)C)C)OC. Cell line: MDA-MB-435. Synergy scores: CSS=2.66, Synergy_ZIP=-5.69, Synergy_Bliss=-6.18, Synergy_Loewe=-12.2, Synergy_HSA=-7.20. (4) Drug 1: CC1OCC2C(O1)C(C(C(O2)OC3C4COC(=O)C4C(C5=CC6=C(C=C35)OCO6)C7=CC(=C(C(=C7)OC)O)OC)O)O. Cell line: A498. Synergy scores: CSS=28.1, Synergy_ZIP=3.69, Synergy_Bliss=-2.61, Synergy_Loewe=-6.27, Synergy_HSA=-1.40. Drug 2: CC12CCC3C(C1CCC2O)C(CC4=C3C=CC(=C4)O)CCCCCCCCCS(=O)CCCC(C(F)(F)F)(F)F. (5) Drug 1: C1=CC(=C2C(=C1NCCNCCO)C(=O)C3=C(C=CC(=C3C2=O)O)O)NCCNCCO. Drug 2: C1=CN(C(=O)N=C1N)C2C(C(C(O2)CO)O)O.Cl. Cell line: PC-3. Synergy scores: CSS=31.7, Synergy_ZIP=-9.71, Synergy_Bliss=-5.95, Synergy_Loewe=0.922, Synergy_HSA=2.21. (6) Drug 1: C1=CC(=CC=C1CCC2=CNC3=C2C(=O)NC(=N3)N)C(=O)NC(CCC(=O)O)C(=O)O. Drug 2: CC1=C2C(C(=O)C3(C(CC4C(C3C(C(C2(C)C)(CC1OC(=O)C(C(C5=CC=CC=C5)NC(=O)OC(C)(C)C)O)O)OC(=O)C6=CC=CC=C6)(CO4)OC(=O)C)O)C)O. Cell line: MDA-MB-435. Synergy scores: CSS=54.1, Synergy_ZIP=0.670, Synergy_Bliss=0.507, Synergy_Loewe=-14.1, Synergy_HSA=1.06. (7) Drug 1: C1C(C(OC1N2C=NC3=C(N=C(N=C32)Cl)N)CO)O. Drug 2: CC1=C(C(CCC1)(C)C)C=CC(=CC=CC(=CC(=O)O)C)C. Cell line: OVCAR-4. Synergy scores: CSS=3.21, Synergy_ZIP=-1.78, Synergy_Bliss=-1.30, Synergy_Loewe=-4.72, Synergy_HSA=-2.03.